Dataset: Full USPTO retrosynthesis dataset with 1.9M reactions from patents (1976-2016). Task: Predict the reactants needed to synthesize the given product. (1) Given the product [CH2:15]([O:14][C:12]([C:9]1[C:10]2[N:11]=[CH:22][N:23]=[C:4]([OH:5])[C:6]=2[NH:7][C:8]=1[CH3:17])=[O:13])[CH3:16], predict the reactants needed to synthesize it. The reactants are: C(O[C:4]([C:6]1[NH:7][C:8]([CH3:17])=[C:9]([C:12]([O:14][CH2:15][CH3:16])=[O:13])[C:10]=1[NH2:11])=[O:5])C.C(O)(=O)C.[CH:22](N)=[NH:23]. (2) Given the product [CH:21]1([C:19]([N:16]2[CH2:17][CH2:18][C@@H:14]([CH2:13][N:9]3[CH:10]=[CH:11][N:12]=[C:8]3[C:5]3[CH:6]=[CH:7][C:2]([C:29]4[CH:28]=[C:27]5[C:32](=[CH:31][CH:30]=4)[NH:24][CH:25]=[CH:26]5)=[CH:3][CH:4]=3)[CH2:15]2)=[O:20])[CH2:23][CH2:22]1, predict the reactants needed to synthesize it. The reactants are: Br[C:2]1[CH:7]=[CH:6][C:5]([C:8]2[N:9]([CH2:13][CH:14]3[CH2:18][CH2:17][N:16]([C:19]([CH:21]4[CH2:23][CH2:22]4)=[O:20])[CH2:15]3)[CH:10]=[CH:11][N:12]=2)=[CH:4][CH:3]=1.[NH:24]1[C:32]2[C:27](=[CH:28][C:29](B(O)O)=[CH:30][CH:31]=2)[CH:26]=[CH:25]1.C([O-])(O)=O.[Na+].